Dataset: Full USPTO retrosynthesis dataset with 1.9M reactions from patents (1976-2016). Task: Predict the reactants needed to synthesize the given product. (1) Given the product [Cl:27][C:13]1[C:12]([CH3:28])=[C:11]([C:10]2[C:3]3[C:2]([O:30][C@H:31]([CH2:37][C:38]4[CH:43]=[CH:42][CH:41]=[CH:40][C:39]=4[O:44][CH:45]4[CH2:50][CH2:49][CH2:48][CH2:47][O:46]4)[C:32]([O:34][CH2:35][CH3:36])=[O:33])=[N:7][CH:6]=[N:5][C:4]=3[S:8][C:9]=2[I:29])[CH:16]=[CH:15][C:14]=1[O:17][CH2:18][CH2:19][N:20]1[CH2:25][CH2:24][N:23]([CH3:26])[CH2:22][CH2:21]1, predict the reactants needed to synthesize it. The reactants are: Cl[C:2]1[C:3]2[C:10]([C:11]3[CH:16]=[CH:15][C:14]([O:17][CH2:18][CH2:19][N:20]4[CH2:25][CH2:24][N:23]([CH3:26])[CH2:22][CH2:21]4)=[C:13]([Cl:27])[C:12]=3[CH3:28])=[C:9]([I:29])[S:8][C:4]=2[N:5]=[CH:6][N:7]=1.[OH:30][C@H:31]([CH2:37][C:38]1[CH:43]=[CH:42][CH:41]=[CH:40][C:39]=1[O:44][CH:45]1[CH2:50][CH2:49][CH2:48][CH2:47][O:46]1)[C:32]([O:34][CH2:35][CH3:36])=[O:33].C([O-])([O-])=O.[Cs+].[Cs+].C(O)(C)(C)C. (2) Given the product [CH2:1]([O:3][C:4](=[O:18])[C:5]1[CH:10]=[C:9]([O:11][CH2:12][CH3:13])[C:8]([N:14]2[CH:25]=[CH:29][CH:28]=[CH:27]2)=[C:7]([O:15][CH2:16][CH3:17])[CH:6]=1)[CH3:2], predict the reactants needed to synthesize it. The reactants are: [CH2:1]([O:3][C:4](=[O:18])[C:5]1[CH:10]=[C:9]([O:11][CH2:12][CH3:13])[C:8]([NH2:14])=[C:7]([O:15][CH2:16][CH3:17])[CH:6]=1)[CH3:2].C(O)(=O)C.CO[CH:25]1[CH2:29][CH2:28][CH:27](OC)O1. (3) Given the product [Cl:1][C:2]1[CH:7]=[C:6]2[N:8]([CH2:32][O:33][CH2:34][CH2:35][Si:36]([CH3:39])([CH3:38])[CH3:37])[C:9](=[O:28])[C@:10]3([C@@H:15]([C:16]4[CH:21]=[CH:20][CH:19]=[C:18]([Cl:22])[CH:17]=4)[CH2:14][CH2:13][C:12](=[O:23])[N:11]3[CH2:24][CH:25]3[CH2:27][CH2:26]3)[C:5]2=[CH:4][CH:3]=1, predict the reactants needed to synthesize it. The reactants are: [Cl:1][C:2]1[CH:7]=[C:6]2[NH:8][C:9](=[O:28])[C@:10]3([C@@H:15]([C:16]4[CH:21]=[CH:20][CH:19]=[C:18]([Cl:22])[CH:17]=4)[CH2:14][CH2:13][C:12](=[O:23])[N:11]3[CH2:24][CH:25]3[CH2:27][CH2:26]3)[C:5]2=[CH:4][CH:3]=1.[H-].[Na+].Cl[CH2:32][O:33][CH2:34][CH2:35][Si:36]([CH3:39])([CH3:38])[CH3:37]. (4) Given the product [CH:2]1([CH:1]=[C:4]2[CH2:9][CH2:8][O:7][C:5]2=[O:6])[CH2:17][CH2:18][CH2:13][CH2:14][CH2:15]1, predict the reactants needed to synthesize it. The reactants are: [C:1]([CH:4]1[CH2:9][CH2:8][O:7][C:5]1=[O:6])(=O)[CH3:2].[OH-].[Na+].O.[CH:13]1(C=O)[CH2:18][CH2:17]C[CH2:15][CH2:14]1. (5) Given the product [Br:1][C:2]1[CH:3]=[C:4]([NH:9][C:10]2[C:11]3[CH:19]=[C:18]([NH2:20])[N:17]=[CH:16][C:12]=3[N:13]=[CH:14][N:15]=2)[CH:5]=[CH:6][C:7]=1[Br:8], predict the reactants needed to synthesize it. The reactants are: [Br:1][C:2]1[CH:3]=[C:4]([NH:9][C:10]2[C:11]3[CH:19]=[C:18]([NH:20]CC4C=CC(OC)=CC=4)[N:17]=[CH:16][C:12]=3[N:13]=[CH:14][N:15]=2)[CH:5]=[CH:6][C:7]=1[Br:8].FC(F)(F)C(O)=O.C1(OC)C=CC=CC=1. (6) Given the product [CH3:69][CH:10]([CH2:9][C@H:8]([C@@H:7]1[C@:16]2([CH3:63])[C@H:4]([C@H:3]3[C@H:19]([CH2:18][C@@H:17]2[OH:62])[C@:20]2([CH3:61])[C@@H:25]([CH2:24][C@@H:23]([O:27][CH2:28][CH2:29][N:30]([C:32]4[CH:33]=[CH:34][C:35]([C@H:38]5[CH2:55][C@@:53]6([CH3:54])[C@@H:49]([CH2:50][CH2:51][C@:52]6([OH:59])[C:56]#[C:57][CH3:58])[C@H:48]6[C:39]5=[C:40]5[C:45]([CH2:46][CH2:47]6)=[CH:44][C:43](=[O:60])[CH2:42][CH2:41]5)=[CH:36][CH:37]=4)[CH3:31])[CH2:22][CH2:21]2)[CH2:26][C@H:2]3[O:1][CH2:64][S:65][CH3:66])[CH2:5][CH2:6]1)[CH3:15])[C:11]([OH:13])=[O:12], predict the reactants needed to synthesize it. The reactants are: [OH:1][C@@H:2]1[CH2:26][C@H:25]2[C@:20]([CH3:61])([CH2:21][CH2:22][C@H:23]([O:27][CH2:28][CH2:29][N:30]([C:32]3[CH:37]=[CH:36][C:35]([C@H:38]4[CH2:55][C@@:53]5([CH3:54])[C@@H:49]([CH2:50][CH2:51][C@:52]5([OH:59])[C:56]#[C:57][CH3:58])[C@H:48]5[C:39]4=[C:40]4[C:45]([CH2:46][CH2:47]5)=[CH:44][C:43](=[O:60])[CH2:42][CH2:41]4)=[CH:34][CH:33]=3)[CH3:31])[CH2:24]2)[C@@H:19]2[C@@H:3]1[C@H:4]1[C@:16]([CH3:63])([C@@H:17]([OH:62])[CH2:18]2)[C@@H:7]([C@H:8]([CH3:15])[CH2:9][CH2:10][C:11]([O:13]C)=[O:12])[CH2:6][CH2:5]1.[CH3:64][S:65][CH2:66]Cl.N1C=CC=C[CH:69]=1.